Dataset: Full USPTO retrosynthesis dataset with 1.9M reactions from patents (1976-2016). Task: Predict the reactants needed to synthesize the given product. (1) Given the product [CH2:14]([O:13][C:11]([C:10]1[CH:9]=[N:8][N:7]2[C:2]([NH:36][C:35]3[CH:37]=[CH:38][C:32]([F:31])=[CH:33][C:34]=3[CH3:39])=[C:3]([C:16]([N:18]3[CH2:23][CH2:22][CH:21]([C:24]4[CH:29]=[CH:28][C:27]([F:30])=[CH:26][CH:25]=4)[CH2:20][CH2:19]3)=[O:17])[CH:4]=[N:5][C:6]=12)=[O:12])[CH3:15], predict the reactants needed to synthesize it. The reactants are: Cl[C:2]1[N:7]2[N:8]=[CH:9][C:10]([C:11]([O:13][CH2:14][CH3:15])=[O:12])=[C:6]2[N:5]=[CH:4][C:3]=1[C:16]([N:18]1[CH2:23][CH2:22][CH:21]([C:24]2[CH:29]=[CH:28][C:27]([F:30])=[CH:26][CH:25]=2)[CH2:20][CH2:19]1)=[O:17].[F:31][C:32]1[CH:38]=[CH:37][C:35]([NH2:36])=[C:34]([CH3:39])[CH:33]=1. (2) Given the product [Cl:1][C:2]1[CH:7]=[CH:6][C:5]([C:8]2[C:14]3[CH:15]=[C:16]([O:19][CH3:20])[CH:17]=[CH:18][C:13]=3[N:12]3[C:21]([CH3:24])=[N:22][N:23]=[C:11]3[C@H:10]([CH2:25][C:26]([NH:62][CH2:63][CH2:64][C:65]3[CH:66]=[CH:67][C:68]([B:71]([OH:73])[OH:72])=[CH:69][CH:70]=3)=[O:28])[N:9]=2)=[CH:4][CH:3]=1, predict the reactants needed to synthesize it. The reactants are: [Cl:1][C:2]1[CH:7]=[CH:6][C:5]([C:8]2[C:14]3[CH:15]=[C:16]([O:19][CH3:20])[CH:17]=[CH:18][C:13]=3[N:12]3[C:21]([CH3:24])=[N:22][N:23]=[C:11]3[C@H:10]([CH2:25][C:26]([OH:28])=O)[N:9]=2)=[CH:4][CH:3]=1.CN(C(ON1N=NC2C=CC=NC1=2)=[N+](C)C)C.F[P-](F)(F)(F)(F)F.CCN(C(C)C)C(C)C.[NH2:62][CH2:63][CH2:64][C:65]1[CH:70]=[CH:69][C:68]([B:71]([OH:73])[OH:72])=[CH:67][CH:66]=1. (3) Given the product [CH3:1][O:2][C:3]([C@:5]1([C:11]2[CH:16]=[CH:15][CH:14]=[C:13]([F:17])[C:12]=2[CH3:18])[CH2:9][CH2:8][C:7](=[O:10])[CH2:6]1)=[O:4], predict the reactants needed to synthesize it. The reactants are: [CH3:1][O:2][C:3]([C@@:5]1([C:11]2[CH:16]=[CH:15][CH:14]=[C:13]([F:17])[C:12]=2[CH3:18])[CH2:9][CH2:8][C@@H:7]([OH:10])[CH2:6]1)=[O:4].CC(OI1(OC(C)=O)(OC(C)=O)OC(=O)C2C=CC=CC1=2)=O. (4) Given the product [Br:1][C:2]1[CH:9]=[CH:8][C:5]([CH:6]=[N:16][OH:17])=[CH:4][CH:3]=1, predict the reactants needed to synthesize it. The reactants are: [Br:1][C:2]1[CH:9]=[CH:8][C:5]([CH:6]=O)=[CH:4][CH:3]=1.C([O-])(=O)C.[Na+].Cl.[NH2:16][OH:17]. (5) Given the product [CH3:38][C:33]1[N:32]([C:27]2[N:26]=[C:25]([CH2:24][CH:23]([C:19]3[CH:20]=[CH:21][CH:22]=[C:17]([CH2:16][CH2:15][C:10]4[CH:11]=[C:12]([CH3:14])[CH:13]=[C:8]([N:3]5[C:4]([CH3:7])=[CH:5][CH:6]=[C:2]5[CH3:1])[N:9]=4)[N:18]=3)[CH2:39][NH2:40])[CH:30]=[C:29]([CH3:31])[CH:28]=2)[C:36]([CH3:37])=[CH:35][CH:34]=1, predict the reactants needed to synthesize it. The reactants are: [CH3:1][C:2]1[N:3]([C:8]2[CH:13]=[C:12]([CH3:14])[CH:11]=[C:10]([C:15]#[C:16][C:17]3[CH:22]=[CH:21][CH:20]=[C:19]([CH:23]([CH2:39][N+:40]([O-])=O)[CH2:24][C:25]4[CH:30]=[C:29]([CH3:31])[CH:28]=[C:27]([N:32]5[C:36]([CH3:37])=[CH:35][CH:34]=[C:33]5[CH3:38])[N:26]=4)[N:18]=3)[N:9]=2)[C:4]([CH3:7])=[CH:5][CH:6]=1. (6) Given the product [CH:1]([C:4]1[CH:5]=[C:6](/[CH:7]=[C:27](/[C:26]([NH:25][CH2:24][CH2:23][CH2:22][C:16]2[CH:17]=[CH:18][CH:19]=[CH:20][CH:21]=2)=[O:30])\[C:28]#[N:29])[CH:9]=[C:10]([CH:13]([CH3:15])[CH3:14])[C:11]=1[OH:12])([CH3:3])[CH3:2], predict the reactants needed to synthesize it. The reactants are: [CH:1]([C:4]1[CH:5]=[C:6]([CH:9]=[C:10]([CH:13]([CH3:15])[CH3:14])[C:11]=1[OH:12])[CH:7]=O)([CH3:3])[CH3:2].[C:16]1([CH2:22][CH2:23][CH2:24][NH:25][C:26](=[O:30])[CH2:27][C:28]#[N:29])[CH:21]=[CH:20][CH:19]=[CH:18][CH:17]=1.Cl. (7) Given the product [F:39][C:36]([F:37])([F:38])[C:28]1[CH:27]=[C:26]([C@H:24]([O:23][C@H:12]2[CH2:11][N:10]3[C@@H:14]([CH2:15][C:7]([C:50]4[CH2:51][CH2:52][N:47]([C:43]([CH3:46])([CH3:45])[CH3:44])[CH2:48][CH:49]=4)=[CH:8][C:9]3=[O:40])[C@@H:13]2[C:16]2[CH:17]=[CH:18][C:19]([F:22])=[CH:20][CH:21]=2)[CH3:25])[CH:31]=[C:30]([C:32]([F:34])([F:35])[F:33])[CH:29]=1, predict the reactants needed to synthesize it. The reactants are: FC(F)(F)S(O[C:7]1[CH2:15][C@@H:14]2[N:10]([CH2:11][C@H:12]([O:23][C@@H:24]([C:26]3[CH:31]=[C:30]([C:32]([F:35])([F:34])[F:33])[CH:29]=[C:28]([C:36]([F:39])([F:38])[F:37])[CH:27]=3)[CH3:25])[C@H:13]2[C:16]2[CH:21]=[CH:20][C:19]([F:22])=[CH:18][CH:17]=2)[C:9](=[O:40])[CH:8]=1)(=O)=O.[C:43]([N:47]1[CH2:52][CH:51]=[C:50]([Sn](C)(C)C)[CH2:49][CH2:48]1)([CH3:46])([CH3:45])[CH3:44].[Li+].[Cl-].C(Cl)Cl. (8) Given the product [NH2:1][C:4]1[CH:5]=[C:6]2[C:10](=[CH:11][CH:12]=1)[NH:9][C:8](=[O:13])[CH:7]2[CH:14]1[CH2:18][CH2:17][N:16]([C:19]([O:21][C:22]([CH3:25])([CH3:24])[CH3:23])=[O:20])[CH2:15]1, predict the reactants needed to synthesize it. The reactants are: [N+:1]([C:4]1[CH:5]=[C:6]2[C:10](=[CH:11][CH:12]=1)[NH:9][C:8](=[O:13])[C:7]2=[C:14]1[CH2:18][CH2:17][N:16]([C:19]([O:21][C:22]([CH3:25])([CH3:24])[CH3:23])=[O:20])[CH2:15]1)([O-])=O. (9) Given the product [C:33]([CH:28]1[N:27]([CH2:2][C:3]2[NH:8][C:7]([C:9]3[S:10][CH:11]=[CH:12][N:13]=3)=[N:6][CH:5]([C:14]3[CH:19]=[CH:18][C:17]([Cl:20])=[CH:16][C:15]=3[Cl:21])[C:4]=2[C:22]([O:24][CH2:25][CH3:26])=[O:23])[CH2:32][CH2:31][O:30][CH2:29]1)(=[O:34])[NH2:35], predict the reactants needed to synthesize it. The reactants are: Br[CH2:2][C:3]1[NH:8][C:7]([C:9]2[S:10][CH:11]=[CH:12][N:13]=2)=[N:6][CH:5]([C:14]2[CH:19]=[CH:18][C:17]([Cl:20])=[CH:16][C:15]=2[Cl:21])[C:4]=1[C:22]([O:24][CH2:25][CH3:26])=[O:23].[NH:27]1[CH2:32][CH2:31][O:30][CH2:29][CH:28]1[C:33]([NH2:35])=[O:34]. (10) Given the product [F:13][C:10]([F:11])([F:12])[S:7]([O:6][C:32]1[CH:31]=[CH:30][C:29]([C:28]2[N:24]([C:21]3[CH:22]=[N:23][C:18]([O:17][CH3:16])=[CH:19][CH:20]=3)[N:25]=[C:26]([O:36][CH2:37][C:38]([F:40])([F:39])[F:41])[CH:27]=2)=[CH:34][CH:33]=1)(=[O:8])=[O:9], predict the reactants needed to synthesize it. The reactants are: FC(F)(F)S([O:6][S:7]([C:10]([F:13])([F:12])[F:11])(=[O:9])=[O:8])(=O)=O.[CH3:16][O:17][C:18]1[N:23]=[CH:22][C:21]([N:24]2[C:28]([C:29]3[CH:34]=[CH:33][C:32](O)=[CH:31][CH:30]=3)=[CH:27][C:26]([O:36][CH2:37][C:38]([F:41])([F:40])[F:39])=[N:25]2)=[CH:20][CH:19]=1.N1C=CC=CC=1.